The task is: Regression. Given two drug SMILES strings and cell line genomic features, predict the synergy score measuring deviation from expected non-interaction effect.. This data is from NCI-60 drug combinations with 297,098 pairs across 59 cell lines. (1) Drug 1: CC(CN1CC(=O)NC(=O)C1)N2CC(=O)NC(=O)C2. Drug 2: C1=NC2=C(N1)C(=S)N=C(N2)N. Cell line: SW-620. Synergy scores: CSS=28.4, Synergy_ZIP=-6.96, Synergy_Bliss=-1.99, Synergy_Loewe=-7.27, Synergy_HSA=-0.179. (2) Drug 1: CC1C(C(CC(O1)OC2CC(CC3=C2C(=C4C(=C3O)C(=O)C5=C(C4=O)C(=CC=C5)OC)O)(C(=O)C)O)N)O.Cl. Drug 2: C1C(C(OC1N2C=NC3=C2NC=NCC3O)CO)O. Synergy scores: CSS=18.6, Synergy_ZIP=-6.84, Synergy_Bliss=-3.85, Synergy_Loewe=-34.4, Synergy_HSA=-4.40. Cell line: OVCAR-8. (3) Drug 1: C1=CC(=CC=C1CC(C(=O)O)N)N(CCCl)CCCl.Cl. Drug 2: C1=CN(C(=O)N=C1N)C2C(C(C(O2)CO)O)O.Cl. Cell line: SNB-75. Synergy scores: CSS=9.20, Synergy_ZIP=-0.624, Synergy_Bliss=3.38, Synergy_Loewe=0.516, Synergy_HSA=1.73. (4) Drug 1: CNC(=O)C1=NC=CC(=C1)OC2=CC=C(C=C2)NC(=O)NC3=CC(=C(C=C3)Cl)C(F)(F)F. Drug 2: C1=CN(C=N1)CC(O)(P(=O)(O)O)P(=O)(O)O. Cell line: KM12. Synergy scores: CSS=22.0, Synergy_ZIP=1.95, Synergy_Bliss=7.74, Synergy_Loewe=6.77, Synergy_HSA=6.38. (5) Drug 1: CCC1=CC2CC(C3=C(CN(C2)C1)C4=CC=CC=C4N3)(C5=C(C=C6C(=C5)C78CCN9C7C(C=CC9)(C(C(C8N6C)(C(=O)OC)O)OC(=O)C)CC)OC)C(=O)OC.C(C(C(=O)O)O)(C(=O)O)O. Drug 2: C1C(C(OC1N2C=C(C(=O)NC2=O)F)CO)O. Cell line: UACC-257. Synergy scores: CSS=30.6, Synergy_ZIP=-10.8, Synergy_Bliss=-6.78, Synergy_Loewe=-4.57, Synergy_HSA=-4.16. (6) Drug 1: CN1CCC(CC1)COC2=C(C=C3C(=C2)N=CN=C3NC4=C(C=C(C=C4)Br)F)OC. Drug 2: CC1C(C(CC(O1)OC2CC(CC3=C2C(=C4C(=C3O)C(=O)C5=C(C4=O)C(=CC=C5)OC)O)(C(=O)CO)O)N)O.Cl. Cell line: NCI-H460. Synergy scores: CSS=47.3, Synergy_ZIP=1.47, Synergy_Bliss=-1.32, Synergy_Loewe=-12.6, Synergy_HSA=-0.246. (7) Drug 1: CC1=C(N=C(N=C1N)C(CC(=O)N)NCC(C(=O)N)N)C(=O)NC(C(C2=CN=CN2)OC3C(C(C(C(O3)CO)O)O)OC4C(C(C(C(O4)CO)O)OC(=O)N)O)C(=O)NC(C)C(C(C)C(=O)NC(C(C)O)C(=O)NCCC5=NC(=CS5)C6=NC(=CS6)C(=O)NCCC[S+](C)C)O. Drug 2: CCN(CC)CCCC(C)NC1=C2C=C(C=CC2=NC3=C1C=CC(=C3)Cl)OC. Cell line: IGROV1. Synergy scores: CSS=23.8, Synergy_ZIP=-7.33, Synergy_Bliss=1.52, Synergy_Loewe=-10.8, Synergy_HSA=1.22. (8) Drug 1: C1=NC2=C(N=C(N=C2N1C3C(C(C(O3)CO)O)F)Cl)N. Drug 2: CC1=C(C(=O)C2=C(C1=O)N3CC4C(C3(C2COC(=O)N)OC)N4)N. Cell line: T-47D. Synergy scores: CSS=7.55, Synergy_ZIP=-7.37, Synergy_Bliss=-5.15, Synergy_Loewe=-8.31, Synergy_HSA=-3.26. (9) Drug 1: CCN(CC)CCNC(=O)C1=C(NC(=C1C)C=C2C3=C(C=CC(=C3)F)NC2=O)C. Drug 2: CC1=C(N=C(N=C1N)C(CC(=O)N)NCC(C(=O)N)N)C(=O)NC(C(C2=CN=CN2)OC3C(C(C(C(O3)CO)O)O)OC4C(C(C(C(O4)CO)O)OC(=O)N)O)C(=O)NC(C)C(C(C)C(=O)NC(C(C)O)C(=O)NCCC5=NC(=CS5)C6=NC(=CS6)C(=O)NCCC[S+](C)C)O. Cell line: T-47D. Synergy scores: CSS=8.00, Synergy_ZIP=0.930, Synergy_Bliss=5.17, Synergy_Loewe=-4.24, Synergy_HSA=-2.50. (10) Drug 1: C1CN1C2=NC(=NC(=N2)N3CC3)N4CC4. Drug 2: CNC(=O)C1=NC=CC(=C1)OC2=CC=C(C=C2)NC(=O)NC3=CC(=C(C=C3)Cl)C(F)(F)F. Cell line: DU-145. Synergy scores: CSS=15.6, Synergy_ZIP=-27.0, Synergy_Bliss=-49.0, Synergy_Loewe=-48.2, Synergy_HSA=-47.4.